Dataset: Full USPTO retrosynthesis dataset with 1.9M reactions from patents (1976-2016). Task: Predict the reactants needed to synthesize the given product. (1) Given the product [C:1]([O:5][C:6](=[O:30])[CH2:7][CH2:8][N:9]([C:23]([O:25][C:26]([CH3:29])([CH3:28])[CH3:27])=[O:24])[CH2:10][C:11]([N:13]1[C:21]2[C:16](=[CH:17][C:18]([O:22][CH2:32][C:33]3[CH:38]=[CH:37][C:36]([CH:39]4[CH2:40][CH2:41][CH2:42]4)=[C:35]([C:43]([F:44])([F:45])[F:46])[CH:34]=3)=[CH:19][CH:20]=2)[CH2:15][CH2:14]1)=[O:12])([CH3:4])([CH3:3])[CH3:2], predict the reactants needed to synthesize it. The reactants are: [C:1]([O:5][C:6](=[O:30])[CH2:7][CH2:8][N:9]([C:23]([O:25][C:26]([CH3:29])([CH3:28])[CH3:27])=[O:24])[CH2:10][C:11]([N:13]1[C:21]2[C:16](=[CH:17][C:18]([OH:22])=[CH:19][CH:20]=2)[CH2:15][CH2:14]1)=[O:12])([CH3:4])([CH3:3])[CH3:2].Cl[CH2:32][C:33]1[CH:38]=[CH:37][C:36]([CH:39]2[CH2:42][CH2:41][CH2:40]2)=[C:35]([C:43]([F:46])([F:45])[F:44])[CH:34]=1.C(=O)([O-])[O-].[K+].[K+]. (2) The reactants are: CO[C:3]([C:5]1[NH:6][C:7]2[CH:8]=[C:9]([NH:19][C:20]([O:22][C:23]([CH3:26])([CH3:25])[CH3:24])=[O:21])[CH:10]=[C:11]3[C:17](=[O:18])[NH:16][N:15]=[CH:14][C:13]=1[C:12]=23)=O.C([Sn](CCCC)(CCCC)C1[N:33]=[CH:34][N:35]([CH3:37])[CH:36]=1)CCC. Given the product [C:23]([O:22][C:20](=[O:21])[NH:19][C:9]1[CH:10]=[C:11]2[C:17](=[O:18])[NH:16][N:15]=[CH:14][C:13]3=[C:5]([C:3]4[N:33]=[CH:34][N:35]([CH3:37])[CH:36]=4)[NH:6][C:7]([CH:8]=1)=[C:12]23)([CH3:25])([CH3:24])[CH3:26], predict the reactants needed to synthesize it. (3) Given the product [CH2:1]([O:3][C:4]1[CH:5]=[C:6]([C:12]2[CH2:17][CH2:16][CH2:15][N:14]([C:18]([C:20]3[S:24][C:23]([C:25]4[CH:26]=[CH:27][C:28]([NH:31][N:32]=[C:33]([C:34]#[N:35])[C:36]#[N:37])=[CH:29][CH:30]=4)=[N:22][C:21]=3[CH3:41])=[O:19])[N:13]=2)[CH:7]=[CH:8][C:9]=1[O:10][CH3:11])[CH3:2], predict the reactants needed to synthesize it. The reactants are: [CH2:1]([O:3][C:4]1[CH:5]=[C:6]([C:12]2[CH2:17][CH2:16][CH2:15][N:14]([C:18]([C:20]3[S:24][C:23]([C:25]4[CH:30]=[CH:29][C:28]([NH:31][N:32]=[C:33]([C:36]5NN=N[N:37]=5)[C:34]#[N:35])=[CH:27][CH:26]=4)=[N:22][C:21]=3[CH3:41])=[O:19])[N:13]=2)[CH:7]=[CH:8][C:9]=1[O:10][CH3:11])[CH3:2].[K]. (4) The reactants are: [Cl:1][C:2]1[CH:3]=[C:4]([O:9][CH3:10])[CH:5]=[CH:6][C:7]=1[F:8].C([Li])CCC.[CH:16](OC)=[O:17]. Given the product [Cl:1][C:2]1[C:7]([F:8])=[CH:6][CH:5]=[C:4]([O:9][CH3:10])[C:3]=1[CH:16]=[O:17], predict the reactants needed to synthesize it. (5) Given the product [Cl:8][C:7]1[C:2]([N:9]2[CH2:14][CH2:13][NH:12][CH2:11][CH2:10]2)=[N:3][CH:4]=[CH:5][N:6]=1, predict the reactants needed to synthesize it. The reactants are: Cl[C:2]1[C:7]([Cl:8])=[N:6][CH:5]=[CH:4][N:3]=1.[NH:9]1[CH2:14][CH2:13][NH:12][CH2:11][CH2:10]1.C([O-])([O-])=O.[K+].[K+]. (6) Given the product [C:1]1([C:26]2[CH:31]=[CH:30][CH:29]=[CH:28][CH:27]=2)[CH:6]=[CH:5][C:4]([CH2:7][C@H:8]([NH:14][C:15]([C:17]2([CH2:38][C:36]([OH:32])=[O:37])[CH2:21][CH2:20][CH2:19][CH2:18]2)=[O:16])[C:9]([N:11]([CH3:13])[CH3:12])=[O:10])=[CH:3][CH:2]=1, predict the reactants needed to synthesize it. The reactants are: [C:1]1([C:26]2[CH:31]=[CH:30][CH:29]=[CH:28][CH:27]=2)[CH:6]=[CH:5][C:4]([CH2:7][C@H:8]([NH:14][C:15]([C:17]2(CC(Cl)=C)[CH2:21][CH2:20][CH2:19][CH2:18]2)=[O:16])[C:9]([N:11]([CH3:13])[CH3:12])=[O:10])=[CH:3][CH:2]=1.[O:32]=[O+][O-].C[C:36]([CH3:38])=[O:37]. (7) Given the product [CH3:13][O:14][C:15]1[CH:20]=[CH:19][C:18]([O:21][CH3:22])=[CH:17][C:16]=1[CH2:23][NH:24][C:2]([NH:1][C:4]1[CH:12]=[CH:11][C:7]2[NH:8][CH:9]=[N:10][C:6]=2[CH:5]=1)=[S:3], predict the reactants needed to synthesize it. The reactants are: [N:1]([C:4]1[CH:12]=[CH:11][C:7]2[NH:8][CH:9]=[N:10][C:6]=2[CH:5]=1)=[C:2]=[S:3].[CH3:13][O:14][C:15]1[CH:20]=[CH:19][C:18]([O:21][CH3:22])=[CH:17][C:16]=1[CH2:23][NH2:24]. (8) Given the product [CH3:6][N:4]([CH3:5])[CH:3]=[CH:10][C:9](=[C:12]1[C:17](=[O:18])[CH2:16][CH:15]([CH3:19])[O:14][C:13]1=[O:20])[OH:11], predict the reactants needed to synthesize it. The reactants are: CO[CH:3](OC)[N:4]([CH3:6])[CH3:5].[C:9]([CH:12]1[C:17](=[O:18])[CH2:16][CH:15]([CH3:19])[O:14][C:13]1=[O:20])(=[O:11])[CH3:10]. (9) The reactants are: [CH:1]1([CH2:4]O)[CH2:3][CH2:2]1.[NH:6]([C:15]([O:17][C:18]([CH3:21])([CH3:20])[CH3:19])=[O:16])[NH:7][C:8]([O:10][C:11]([CH3:14])([CH3:13])[CH3:12])=[O:9].C1(P(C2C=CC=CC=2)C2C=CC=CC=2)C=CC=CC=1.N(/C(OC(C)(C)C)=O)=N\C(OC(C)(C)C)=O. Given the product [CH:1]1([CH2:4][N:6]([C:15]([O:17][C:18]([CH3:21])([CH3:20])[CH3:19])=[O:16])[NH:7][C:8]([O:10][C:11]([CH3:12])([CH3:13])[CH3:14])=[O:9])[CH2:3][CH2:2]1, predict the reactants needed to synthesize it.